This data is from Catalyst prediction with 721,799 reactions and 888 catalyst types from USPTO. The task is: Predict which catalyst facilitates the given reaction. Reactant: C([C@H]1COC(=O)N1[C:14](=[O:43])[CH2:15][C@@H:16]([C:22]1[CH:42]=[CH:41][C:25]([O:26][CH2:27][C:28]2[CH:29]=[C:30]([NH:34][C:35](=[O:40])[C:36]([CH3:39])([CH3:38])[CH3:37])[CH:31]=[CH:32][CH:33]=2)=[CH:24][CH:23]=1)[C:17]1[CH:21]=[CH:20][O:19][N:18]=1)C1C=CC=CC=1.[OH:44]O.[Li+].[OH-].Cl. Product: [C:35]([NH:34][C:30]1[CH:29]=[C:28]([CH:33]=[CH:32][CH:31]=1)[CH2:27][O:26][C:25]1[CH:41]=[CH:42][C:22]([C@@H:16]([C:17]2[CH:21]=[CH:20][O:19][N:18]=2)[CH2:15][C:14]([OH:44])=[O:43])=[CH:23][CH:24]=1)(=[O:40])[C:36]([CH3:39])([CH3:38])[CH3:37]. The catalyst class is: 20.